Dataset: Forward reaction prediction with 1.9M reactions from USPTO patents (1976-2016). Task: Predict the product of the given reaction. (1) The product is: [CH:16]([Si:15]([C:14]#[C:13][C:5]1[C:4]([NH2:1])=[CH:9][CH:8]=[CH:7][C:6]=1[NH2:10])([CH:19]([CH3:21])[CH3:20])[CH:22]([CH3:23])[CH3:24])([CH3:17])[CH3:18]. Given the reactants [N+:1]([C:4]1[CH:9]=[CH:8][CH:7]=[C:6]([N+:10]([O-])=O)[C:5]=1[C:13]#[C:14][Si:15]([CH:22]([CH3:24])[CH3:23])([CH:19]([CH3:21])[CH3:20])[CH:16]([CH3:18])[CH3:17])([O-])=O.C([O-])(O)=O.[Na+], predict the reaction product. (2) Given the reactants [NH2:1][CH:2]1[CH2:7][CH2:6][O:5][CH2:4][CH2:3]1.CC(C)([O-])C.[Na+].Br[C:15]1[CH:22]=[C:21]([N:23]2[C:31]3[CH2:30][C:29]([CH3:33])([CH3:32])[CH2:28][C:27](=[O:34])[C:26]=3[C:25]([CH:35]([F:37])[F:36])=[N:24]2)[CH:20]=[CH:19][C:16]=1[C:17]#[N:18], predict the reaction product. The product is: [CH3:32][C:29]1([CH3:33])[CH2:30][C:31]2[N:23]([C:21]3[CH:22]=[CH:15][C:16]([C:17]#[N:18])=[C:19]([NH:1][CH:2]4[CH2:7][CH2:6][O:5][CH2:4][CH2:3]4)[CH:20]=3)[N:24]=[C:25]([CH:35]([F:36])[F:37])[C:26]=2[C:27](=[O:34])[CH2:28]1. (3) Given the reactants [Si:1]([O:8][CH2:9][C:10]1[N:15]=[C:14]([CH:16]=[CH:17][C:18]([O:20][CH2:21][CH3:22])=[O:19])[CH:13]=[CH:12][CH:11]=1)([C:4]([CH3:7])([CH3:6])[CH3:5])([CH3:3])[CH3:2], predict the reaction product. The product is: [Si:1]([O:8][CH2:9][C:10]1[N:15]=[C:14]([CH2:16][CH2:17][C:18]([O:20][CH2:21][CH3:22])=[O:19])[CH:13]=[CH:12][CH:11]=1)([C:4]([CH3:7])([CH3:6])[CH3:5])([CH3:3])[CH3:2]. (4) Given the reactants [NH2:1][C:2]1[CH:7]=[C:6](Cl)[CH:5]=[CH:4][C:3]=1[C:9]([C:12]1[CH:17]=[C:16]([O:18][CH3:19])[C:15]([O:20][CH3:21])=[C:14]([O:22][CH3:23])[CH:13]=1)(O)[CH3:10].O[C:25]1[CH2:29][O:28][C:27](=[O:30])C=1.[OH2:31].[C:32]1(C)C=CC(S(O)(=O)=O)=CC=1, predict the reaction product. The product is: [CH3:32][O:31][C:5]1[CH:6]=[CH:7][C:2]2[NH:1][C:25]3[CH2:29][O:28][C:27](=[O:30])[C:10]=3[CH:9]([C:12]3[CH:17]=[C:16]([O:18][CH3:19])[C:15]([O:20][CH3:21])=[C:14]([O:22][CH3:23])[CH:13]=3)[C:3]=2[CH:4]=1. (5) Given the reactants [ClH:1].Cl.[CH:3]1([CH2:9][CH2:10][O:11][C:12]2[CH:13]=[C:14]([CH:23]=[CH:24][N:25]=2)[C:15]([N:17]2[CH2:22][CH2:21][NH:20][CH2:19][CH2:18]2)=[O:16])[CH2:8][CH2:7][CH2:6][CH2:5][CH2:4]1.[C:26](#[N:28])[CH3:27], predict the reaction product. The product is: [Cl:1][C:27]1[C:26]([NH:25][C:12]([N:20]2[CH2:21][CH2:22][N:17]([C:15](=[O:16])[C:14]3[CH:23]=[CH:24][N:25]=[C:12]([O:11][CH2:10][CH2:9][CH:3]4[CH2:8][CH2:7][CH2:6][CH2:5][CH2:4]4)[CH:13]=3)[CH2:18][CH2:19]2)=[O:11])=[N:28][CH:14]=[CH:15][N:17]=1. (6) The product is: [F:25][C:2]([F:24])([F:1])[C:3]1[CH:8]=[CH:7][CH:6]=[CH:5][C:4]=1[CH2:9][N:10]([CH2:33][CH2:32][C:31]([F:36])([F:35])[F:30])[CH:11]1[CH2:12][CH2:13][N:14]([C:17]([O:19][C:20]([CH3:22])([CH3:21])[CH3:23])=[O:18])[CH2:15][CH2:16]1. Given the reactants [F:1][C:2]([F:25])([F:24])[C:3]1[CH:8]=[CH:7][CH:6]=[CH:5][C:4]=1[CH2:9][NH:10][CH:11]1[CH2:16][CH2:15][N:14]([C:17]([O:19][C:20]([CH3:23])([CH3:22])[CH3:21])=[O:18])[CH2:13][CH2:12]1.C(O)(=O)C.[F:30][C:31]([F:36])([F:35])[CH2:32][CH:33]=O.[Na], predict the reaction product.